Dataset: Forward reaction prediction with 1.9M reactions from USPTO patents (1976-2016). Task: Predict the product of the given reaction. (1) Given the reactants [CH:1]1([N:7]([CH:24]2[CH2:29][CH2:28][CH2:27][CH2:26][CH2:25]2)[C:8](=[O:23])[NH:9][C:10]2[S:11][C:12]([S:15]([NH:18][CH2:19][C:20]([OH:22])=[O:21])(=[O:17])=[O:16])=[CH:13][N:14]=2)[CH2:6][CH2:5][CH2:4][CH2:3][CH2:2]1.C1(N[C@H]2CC[C@H:40]([O:43]CCC)[CH2:39][CH2:38]2)CCCCC1.[CH:47]1(N([C@H]2CC[C@H](OC)CC2)C(=O)NC2SC(SCC(O)=O)=CN=2)[CH2:51]CC[CH2:48]1.O[C@H]1CC[C@H](C2C=CC=C3C=2C(=O)NC3=O)CC1.BrCCC.C1(=O)CCCCC1.COC(C1(NS(C2SC(N)=NC=2)(=O)=O)CCC1)=O, predict the reaction product. The product is: [CH:24]1([N:7]([C@H:1]2[CH2:2][CH2:3][C@H:4]([O:43][CH2:40][CH2:39][CH3:38])[CH2:5][CH2:6]2)[C:8](=[O:23])[NH:9][C:10]2[S:11][C:12]([S:15]([NH:18][C:19]3([C:20]([OH:22])=[O:21])[CH2:51][CH2:47][CH2:48]3)(=[O:16])=[O:17])=[CH:13][N:14]=2)[CH2:29][CH2:28][CH2:27][CH2:26][CH2:25]1. (2) Given the reactants [CH:1]1([N:4]2[C:13]3[C:8](=[CH:9][C:10]([F:17])=[C:11]([F:16])[C:12]=3[O:14][CH3:15])[C:7](=[O:18])[NH:6][C:5]2=[O:19])[CH2:3][CH2:2]1.CS(O[CH2:25][CH2:26][CH2:27][C@@H:28]1[O:32][C:31](=[O:33])[N:30]([C:34]2[CH:35]=[CH:36][C:37]3[S:42][CH2:41][C:40](=[O:43])[NH:39][C:38]=3[CH:44]=2)[CH2:29]1)(=O)=O, predict the reaction product. The product is: [CH:1]1([N:4]2[C:13]3[C:8](=[CH:9][C:10]([F:17])=[C:11]([F:16])[C:12]=3[O:14][CH3:15])[C:7](=[O:18])[N:6]([CH2:25][CH2:26][CH2:27][C@@H:28]3[O:32][C:31](=[O:33])[N:30]([C:34]4[CH:35]=[CH:36][C:37]5[S:42][CH2:41][C:40](=[O:43])[NH:39][C:38]=5[CH:44]=4)[CH2:29]3)[C:5]2=[O:19])[CH2:2][CH2:3]1. (3) Given the reactants C(OC([N:8]1[CH2:13][CH2:12][N:11]([C:14]2[S:15][C:16]([CH2:19][C:20]([F:23])([F:22])[F:21])=[CH:17][N:18]=2)[CH2:10][CH2:9]1)=O)(C)(C)C.[ClH:24], predict the reaction product. The product is: [ClH:24].[F:22][C:20]([F:21])([F:23])[CH2:19][C:16]1[S:15][C:14]([N:11]2[CH2:12][CH2:13][NH:8][CH2:9][CH2:10]2)=[N:18][CH:17]=1. (4) Given the reactants [Cl:1][C:2]1[CH:7]=[CH:6][C:5]([CH:8]([NH:10][C:11](=[O:33])[CH2:12][N:13]2[C:17]3[CH2:18][N:19](C(OC(C)(C)C)=O)[CH2:20][CH2:21][C:16]=3[C:15]([C:29]([F:32])([F:31])[F:30])=[N:14]2)[CH3:9])=[CH:4][CH:3]=1.FC(F)(F)C(O)=O, predict the reaction product. The product is: [Cl:1][C:2]1[CH:7]=[CH:6][C:5]([CH:8]([NH:10][C:11](=[O:33])[CH2:12][N:13]2[C:17]3[CH2:18][NH:19][CH2:20][CH2:21][C:16]=3[C:15]([C:29]([F:31])([F:32])[F:30])=[N:14]2)[CH3:9])=[CH:4][CH:3]=1. (5) Given the reactants [CH2:1]([O:3][CH:4]([O:28][CH2:29]C)[CH2:5][NH:6]/[CH:7]=[CH:8]\[C:9](=[C:23]([C:26]#[N:27])[C:24]#[N:25])[C:10]1[CH:19]=[CH:18][C:17]2[C:12](=[CH:13][CH:14]=[C:15]([N:20]([CH3:22])[CH3:21])[CH:16]=2)[CH:11]=1)C.C(OCC)(=O)C, predict the reaction product. The product is: [CH3:29][O:28][CH:4]([O:3][CH3:1])[CH2:5][NH:6]/[CH:7]=[CH:8]\[C:9](=[C:23]([C:24]#[N:25])[C:26]#[N:27])[C:10]1[CH:19]=[CH:18][C:17]2[C:12](=[CH:13][CH:14]=[C:15]([N:20]([CH3:22])[CH3:21])[CH:16]=2)[CH:11]=1. (6) Given the reactants [NH2:1][C:2]1[S:3][CH:4]=[C:5]([CH2:7][C:8]([O:10][CH2:11][CH3:12])=[O:9])[N:6]=1.[CH3:13][C:14]1[CH:19]=[CH:18][CH:17]=[CH:16][C:15]=1[S:20](Cl)(=[O:22])=[O:21], predict the reaction product. The product is: [CH3:13][C:14]1[CH:19]=[CH:18][CH:17]=[CH:16][C:15]=1[S:20]([NH:1][C:2]1[S:3][CH:4]=[C:5]([CH2:7][C:8]([O:10][CH2:11][CH3:12])=[O:9])[N:6]=1)(=[O:22])=[O:21]. (7) Given the reactants [CH3:1][N:2]1[CH2:15][CH2:14][C:12]2=[C:13]3[C:8](=[CH:9][CH:10]=[CH:11]2)[C:7]2[CH2:16][CH2:17][CH2:18][C:6]=2[N:5]3[CH2:4][CH2:3]1.C([BH3-])#N.[Na+], predict the reaction product. The product is: [CH3:1][N:2]1[CH2:15][CH2:14][C:12]2=[C:13]3[C:8](=[CH:9][CH:10]=[CH:11]2)[CH:7]2[CH2:16][CH2:17][CH2:18][CH:6]2[N:5]3[CH2:4][CH2:3]1. (8) Given the reactants [Cl:1][C:2]1[CH:3]=[C:4]([C:12]2([C:30]([F:33])([F:32])[F:31])[O:16][N:15]=[C:14]([C:17]3[CH:25]=[CH:24][C:20]([C:21](O)=[O:22])=[C:19]([C:26]([F:29])([F:28])[F:27])[CH:18]=3)[CH2:13]2)[CH:5]=[C:6]([C:8]([F:11])([F:10])[F:9])[CH:7]=1.CCN=C=NCCCN(C)C.C1C=CC2N(O)N=NC=2C=1.[NH:55]1[CH2:59][C:58](=[O:60])[NH:57][CH2:56]1, predict the reaction product. The product is: [Cl:1][C:2]1[CH:3]=[C:4]([C:12]2([C:30]([F:31])([F:32])[F:33])[O:16][N:15]=[C:14]([C:17]3[CH:25]=[CH:24][C:20]([C:21]([N:55]4[CH2:59][C:58](=[O:60])[NH:57][CH2:56]4)=[O:22])=[C:19]([C:26]([F:27])([F:28])[F:29])[CH:18]=3)[CH2:13]2)[CH:5]=[C:6]([C:8]([F:11])([F:10])[F:9])[CH:7]=1. (9) Given the reactants [NH:1]([C:5]1[CH:36]=[CH:35][CH:34]=[CH:33][C:6]=1[CH2:7][C:8]1[NH:16][C:15]2[C:14](=[O:17])[N:13]([CH2:18][CH2:19][CH3:20])[C:12](=[O:21])[N:11]([CH2:22][CH2:23][C:24]3[CH:29]=[CH:28][C:27]([N+:30]([O-])=O)=[CH:26][CH:25]=3)[C:10]=2[N:9]=1)[C:2]([CH3:4])=[O:3].O.NN.[H][H], predict the reaction product. The product is: [NH:1]([C:5]1[CH:36]=[CH:35][CH:34]=[CH:33][C:6]=1[CH2:7][C:8]1[NH:16][C:15]2[C:14](=[O:17])[N:13]([CH2:18][CH2:19][CH3:20])[C:12](=[O:21])[N:11]([CH2:22][CH2:23][C:24]3[CH:25]=[CH:26][C:27]([NH2:30])=[CH:28][CH:29]=3)[C:10]=2[N:9]=1)[C:2]([CH3:4])=[O:3].